This data is from Forward reaction prediction with 1.9M reactions from USPTO patents (1976-2016). The task is: Predict the product of the given reaction. (1) Given the reactants [CH2:1]([O:3][C:4]([C:6]1[NH:7][N:8]=[C:9]([C:11]2[CH:12]=[C:13]3[C:17](=[CH:18][CH:19]=2)[N:16]([CH3:20])[C:15]2[N:21]([CH3:34])[C:22](=[O:33])[C:23]([C:25]4[CH:30]=[CH:29][C:28]([Cl:31])=[CH:27][C:26]=4[Cl:32])=[CH:24][C:14]3=2)[CH:10]=1)=[O:5])[CH3:2].I[CH3:36], predict the reaction product. The product is: [CH2:1]([O:3][C:4]([C:6]1[N:7]([CH3:36])[N:8]=[C:9]([C:11]2[CH:12]=[C:13]3[C:17](=[CH:18][CH:19]=2)[N:16]([CH3:20])[C:15]2[N:21]([CH3:34])[C:22](=[O:33])[C:23]([C:25]4[CH:30]=[CH:29][C:28]([Cl:31])=[CH:27][C:26]=4[Cl:32])=[CH:24][C:14]3=2)[CH:10]=1)=[O:5])[CH3:2]. (2) Given the reactants [Cl:1][C:2]1[CH:7]=[C:6](Cl)[N:5]=[CH:4][N:3]=1.[F:9][C:10]([F:22])([F:21])[O:11][C:12]1[CH:17]=[CH:16][C:15](B(O)O)=[CH:14][CH:13]=1, predict the reaction product. The product is: [Cl:1][C:2]1[CH:7]=[C:6]([C:15]2[CH:14]=[CH:13][C:12]([O:11][C:10]([F:9])([F:21])[F:22])=[CH:17][CH:16]=2)[N:5]=[CH:4][N:3]=1. (3) Given the reactants [CH3:1][CH:2]([CH3:22])[CH2:3][O:4][C:5]1[N:13]=[C:12]2[C:8]([N:9]=[CH:10][N:11]2[CH2:14][CH:15]2[CH2:20][CH2:19][O:18][CH2:17][CH2:16]2)=[C:7]([NH2:21])[N:6]=1.C([O-])(=O)C.[Na+].[Br:28]Br, predict the reaction product. The product is: [Br:28][C:10]1[N:11]([CH2:14][CH:15]2[CH2:20][CH2:19][O:18][CH2:17][CH2:16]2)[C:12]2[C:8]([N:9]=1)=[C:7]([NH2:21])[N:6]=[C:5]([O:4][CH2:3][CH:2]([CH3:22])[CH3:1])[N:13]=2. (4) Given the reactants [CH3:1][O:2][C:3]1[N:8]=[C:7](SC)[N:6]=[C:5]([C:11]2[CH:20]=[CH:19][C:14]3[NH:15][C:16]([NH2:18])=[N:17][C:13]=3[CH:12]=2)[CH:4]=1.[O-:21][S:22]([O-:25])(=S)=O.[Na+].[Na+].[CH3:28]O, predict the reaction product. The product is: [CH3:1][O:2][C:3]1[N:8]=[C:7]([S:22]([CH3:28])(=[O:25])=[O:21])[N:6]=[C:5]([C:11]2[CH:20]=[CH:19][C:14]3[NH:15][C:16]([NH2:18])=[N:17][C:13]=3[CH:12]=2)[CH:4]=1. (5) Given the reactants Br.[NH2:2][C:3]1[S:4][CH:5]=[C:6]([C:8]([OH:10])=[O:9])[N:7]=1.[Cl:11][C:12]1[CH:13]=[C:14]([CH:18]=[CH:19][C:20]=1[F:21])[C:15](Cl)=[O:16].C(N(C(C)C)CC)(C)C.Cl, predict the reaction product. The product is: [Cl:11][C:12]1[CH:13]=[C:14]([CH:18]=[CH:19][C:20]=1[F:21])[C:15]([NH:2][C:3]1[S:4][CH:5]=[C:6]([C:8]([OH:10])=[O:9])[N:7]=1)=[O:16]. (6) Given the reactants [N:1]([C:4]1[CH:12]=[CH:11][C:7]2[NH:8][CH:9]=[N:10][C:6]=2[CH:5]=1)=[C:2]=[S:3].[F:13][C:14]1[CH:19]=[CH:18][C:17]([CH:20]2[CH2:24][CH2:23][CH2:22][NH:21]2)=[CH:16][CH:15]=1, predict the reaction product. The product is: [NH:8]1[C:7]2[CH:11]=[CH:12][C:4]([NH:1][C:2]([N:21]3[CH2:22][CH2:23][CH2:24][CH:20]3[C:17]3[CH:18]=[CH:19][C:14]([F:13])=[CH:15][CH:16]=3)=[S:3])=[CH:5][C:6]=2[N:10]=[CH:9]1. (7) Given the reactants N[C:2](N)=O.[CH3:5][O:6][CH2:7][C:8]1[CH:9]=[CH:10][C:11]([O:39][C:40]([F:43])([F:42])[F:41])=[C:12]([CH:38]=1)[CH2:13][NH:14][C:15]([NH:17][C:18]1[N:22]([C:23]2[CH:28]=[CH:27][CH:26]=[CH:25][CH:24]=2)[N:21]=[C:20]([O:29][CH2:30][CH:31]2[CH2:36][CH2:35][CH2:34][NH:33][CH2:32]2)[C:19]=1[CH3:37])=[O:16], predict the reaction product. The product is: [CH3:5][O:6][CH2:7][C:8]1[CH:9]=[CH:10][C:11]([O:39][C:40]([F:42])([F:43])[F:41])=[C:12]([CH:38]=1)[CH2:13][NH:14][C:15]([NH:17][C:18]1[N:22]([C:23]2[CH:24]=[CH:25][CH:26]=[CH:27][CH:28]=2)[N:21]=[C:20]([O:29][CH2:30][CH:31]2[CH2:36][CH2:35][CH2:34][N:33]([CH3:2])[CH2:32]2)[C:19]=1[CH3:37])=[O:16]. (8) Given the reactants [C:1]([O:5][C:6]([N:8]([CH2:23][C@@H:24]([OH:31])[C:25]1[CH:30]=[CH:29][CH:28]=[CH:27][CH:26]=1)[CH2:9][C@H:10]([NH:12]C(=O)OCC1C=CC=CC=1)[CH3:11])=[O:7])([CH3:4])([CH3:3])[CH3:2].[H][H], predict the reaction product. The product is: [NH2:12][C@H:10]([CH3:11])[CH2:9][N:8]([CH2:23][C@@H:24]([OH:31])[C:25]1[CH:30]=[CH:29][CH:28]=[CH:27][CH:26]=1)[C:6](=[O:7])[O:5][C:1]([CH3:4])([CH3:3])[CH3:2]. (9) Given the reactants [Cl:1][C:2]1[CH:10]=[C:9]([NH:11][C:12]([C:14]2[CH:22]=[C:21]3[C:17]([CH2:18][CH2:19][N:20]3[S:23]([C:26]3[CH:31]=[CH:30][CH:29]=[C:28]([Cl:32])[CH:27]=3)(=[O:25])=[O:24])=[C:16]([O:33][CH3:34])[CH:15]=2)=[O:13])[CH:8]=[CH:7][C:3]=1[C:4]([OH:6])=[O:5].Cl[C:36]1C=C(S(Cl)(=O)=O)C=CC=1, predict the reaction product. The product is: [CH3:36][O:5][C:4](=[O:6])[C:3]1[CH:7]=[CH:8][C:9]([NH:11][C:12]([C:14]2[CH:22]=[C:21]3[C:17]([CH2:18][CH2:19][N:20]3[S:23]([C:26]3[CH:31]=[CH:30][CH:29]=[C:28]([Cl:32])[CH:27]=3)(=[O:25])=[O:24])=[C:16]([O:33][CH3:34])[CH:15]=2)=[O:13])=[CH:10][C:2]=1[Cl:1]. (10) The product is: [C:4]1([C:9]2[CH:14]=[CH:13][CH:12]=[CH:11][CH:10]=2)[CH:5]=[CH:6][CH:7]=[CH:8][C:3]=1[C:19]1([OH:30])[C:18]2[CH:17]=[C:16]([Br:15])[CH:28]=[CH:27][C:26]=2[C:25]2[C:20]1=[CH:21][C:22]([Br:29])=[CH:23][CH:24]=2. Given the reactants [Mg].Br[C:3]1[CH:8]=[CH:7][CH:6]=[CH:5][C:4]=1[C:9]1[CH:14]=[CH:13][CH:12]=[CH:11][CH:10]=1.[Br:15][C:16]1[CH:28]=[CH:27][C:26]2[C:25]3[C:20](=[CH:21][C:22]([Br:29])=[CH:23][CH:24]=3)[C:19](=[O:30])[C:18]=2[CH:17]=1, predict the reaction product.